From a dataset of Catalyst prediction with 721,799 reactions and 888 catalyst types from USPTO. Predict which catalyst facilitates the given reaction. (1) Reactant: [CH3:1][C:2]1[CH:10]=[C:9]([C:11]([NH:13][C:14]2[CH:19]=[CH:18][CH:17]=[C:16]([C:20]3[C:29]4[C:24](=[CH:25][C:26]([O:32][CH3:33])=[C:27]([O:30][CH3:31])[CH:28]=4)[N:23]=[C:22]([NH:34][CH3:35])[N:21]=3)[CH:15]=2)=[O:12])[CH:8]=[CH:7][C:3]=1[C:4]([OH:6])=[O:5]. Product: [OH2:5].[CH3:1][C:2]1[CH:10]=[C:9]([C:11]([NH:13][C:14]2[CH:19]=[CH:18][CH:17]=[C:16]([C:20]3[C:29]4[C:24](=[CH:25][C:26]([O:32][CH3:33])=[C:27]([O:30][CH3:31])[CH:28]=4)[N:23]=[C:22]([NH:34][CH3:35])[N:21]=3)[CH:15]=2)=[O:12])[CH:8]=[CH:7][C:3]=1[C:4]([OH:6])=[O:5]. The catalyst class is: 6. (2) Reactant: [NH2:1][CH:2]1[CH2:5][N:4]([C:6]2[CH:15]=[CH:14][C:13]3[C:12]([C:16]([NH:18][CH2:19]C4CCCCC4)=[O:17])=[C:11]([Cl:26])[CH:10]=[CH:9][C:8]=3[N:7]=2)[CH2:3]1.[C:27]([O:31]CC)(=[O:30])[CH:28]=[CH2:29].[OH-].[Na+].Cl. Product: [Cl:26][C:11]1[C:12]([C:16]([NH:18][CH2:19][CH2:16][CH:12]2[CH2:13][CH2:8][CH2:9][CH2:10][CH2:11]2)=[O:17])=[C:13]2[C:8](=[CH:9][CH:10]=1)[N:7]=[C:6]([N:4]1[CH2:5][CH:2]([NH:1][CH2:29][CH2:28][C:27]([OH:31])=[O:30])[CH2:3]1)[CH:15]=[CH:14]2. The catalyst class is: 5. (3) Reactant: [F:1][C:2]1[CH:7]=[C:6]([I:8])[CH:5]=[CH:4][C:3]=1[NH:9][C:10]1[C:18]([C:19]([OH:21])=O)=[CH:17][CH:16]=[C:15]2[C:11]=1[CH:12]=[N:13][NH:14]2.[CH:22]([O:24][CH2:25][CH2:26][O:27][NH2:28])=[CH2:23].CCN=C=NCCCN(C)C.C1C=CC2N(O)N=NC=2C=1.CCN(C(C)C)C(C)C. Product: [CH:22]([O:24][CH2:25][CH2:26][O:27][NH:28][C:19]([C:18]1[C:10]([NH:9][C:3]2[CH:4]=[CH:5][C:6]([I:8])=[CH:7][C:2]=2[F:1])=[C:11]2[C:15](=[CH:16][CH:17]=1)[NH:14][N:13]=[CH:12]2)=[O:21])=[CH2:23]. The catalyst class is: 3. (4) Reactant: [CH2:1]([C:4]1[CH:9]=[C:8]([O:10]CC2C=CC=CC=2)[CH:7]=[C:6]([CH2:18][CH:19]=[CH2:20])[C:5]=1[OH:21])[CH:2]=[CH2:3].Br[CH:23]([C:28]1[CH:33]=[CH:32][C:31]([Cl:34])=[CH:30][CH:29]=1)[C:24]([O:26][CH3:27])=[O:25].C([O-])([O-])=O.[Cs+].[Cs+].CCOCC. Product: [CH2:18]([C:6]1[CH:7]=[C:8]([OH:10])[CH:9]=[C:4]([CH2:1][CH:2]=[CH2:3])[C:5]=1[O:21][CH:23]([C:28]1[CH:33]=[CH:32][C:31]([Cl:34])=[CH:30][CH:29]=1)[C:24]([O:26][CH3:27])=[O:25])[CH:19]=[CH2:20]. The catalyst class is: 3. (5) Reactant: [H-].[Al+3].[Li+].[H-].[H-].[H-].C(O[C:12](=O)[NH:13][C:14]1[CH:19]=[CH:18][C:17]([C:20]2([CH2:34][C:35]3[CH:40]=[CH:39][CH:38]=[CH:37][CH:36]=3)[CH2:24][C:23](=O)[N:22]([CH2:26][C:27]3[CH:32]=[CH:31][CH:30]=[CH:29][CH:28]=3)[C:21]2=O)=[CH:16][CH:15]=1)(C)(C)C. Product: [CH2:26]([N:22]1[CH2:23][CH2:24][C:20]([C:17]2[CH:18]=[CH:19][C:14]([NH:13][CH3:12])=[CH:15][CH:16]=2)([CH2:34][C:35]2[CH:40]=[CH:39][CH:38]=[CH:37][CH:36]=2)[CH2:21]1)[C:27]1[CH:28]=[CH:29][CH:30]=[CH:31][CH:32]=1. The catalyst class is: 1. (6) Reactant: [H-].[H-].[H-].[H-].[Li+].[Al+3].[Cl:7][C:8]1[C:17]2[C:12](=[CH:13][CH:14]=[CH:15][CH:16]=2)[C:11]([CH:18]=O)=[C:10]([CH3:20])[N:9]=1.O=S(Cl)[Cl:23]. Product: [Cl:7][C:8]1[C:17]2[C:12](=[CH:13][CH:14]=[CH:15][CH:16]=2)[C:11]([CH2:18][Cl:23])=[C:10]([CH3:20])[N:9]=1. The catalyst class is: 76.